This data is from Reaction yield outcomes from USPTO patents with 853,638 reactions. The task is: Predict the reaction yield, written as a fraction of the theoretical maximum amount of product (1.0 means a 100% yield; for example, 0.34 means a 34% yield). (1) The reactants are Br[C:2]1[CH:3]=[C:4]([C:8](=[O:10])[CH3:9])[CH:5]=[CH:6][CH:7]=1.[NH:11]1[CH2:15][CH2:14][NH:13][C:12]1=[O:16]. No catalyst specified. The product is [C:8]([C:4]1[CH:3]=[C:2]([N:11]2[CH2:15][CH2:14][NH:13][C:12]2=[O:16])[CH:7]=[CH:6][CH:5]=1)(=[O:10])[CH3:9]. The yield is 0.180. (2) The reactants are [Cl:1][C:2]1[CH:7]=[C:6]([F:8])[C:5]([N+:9]([O-:11])=[O:10])=[CH:4][C:3]=1[CH2:12][C:13]([OH:15])=[O:14].S(Cl)(Cl)(=O)=O.[CH2:21](O)[CH3:22]. No catalyst specified. The product is [Cl:1][C:2]1[CH:7]=[C:6]([F:8])[C:5]([N+:9]([O-:11])=[O:10])=[CH:4][C:3]=1[CH2:12][C:13]([O:15][CH2:21][CH3:22])=[O:14]. The yield is 0.978. (3) The reactants are [CH2:1]([O:3][C:4]([C@H:6]1[C@@H:11]([NH2:12])[C@H:10]2[CH2:13][C@@H:7]1[CH2:8][CH2:9]2)=[O:5])[CH3:2].[C:14]([O-:24])(=[O:23])[C@H:15]([C:17]1[CH:22]=[CH:21][CH:20]=[CH:19][CH:18]=1)[OH:16].O[C@@H](C1C=CC=CC=1)C(O)=O. The catalyst is C(OCC)(=O)C. The product is [OH:16][C@@H:15]([C:17]1[CH:22]=[CH:21][CH:20]=[CH:19][CH:18]=1)[C:14]([O-:24])=[O:23].[CH2:1]([O:3][C:4]([C@@H:6]1[C@@H:7]2[CH2:13][C@@H:10]([CH2:9][CH2:8]2)[C@@H:11]1[NH3+:12])=[O:5])[CH3:2]. The yield is 0.180. (4) The reactants are [Br:1][C:2]1[CH:3]=[C:4]([C:8]2[C:21]([C:22](=O)/[CH:23]=[CH:24]/N(C)C)=[C:11]3[CH:12]=[CH:13][CH:14]=[C:15]([N:16]4[CH2:20][CH2:19][CH2:18][CH2:17]4)[N:10]3[N:9]=2)[CH:5]=[CH:6][CH:7]=1.S(O)(O)(=O)=O.[NH2:34][C:35]([NH2:37])=[NH:36]. No catalyst specified. The product is [Br:1][C:2]1[CH:3]=[C:4]([C:8]2[C:21]([C:22]3[CH:23]=[CH:24][N:34]=[C:35]([NH2:37])[N:36]=3)=[C:11]3[CH:12]=[CH:13][CH:14]=[C:15]([N:16]4[CH2:20][CH2:19][CH2:18][CH2:17]4)[N:10]3[N:9]=2)[CH:5]=[CH:6][CH:7]=1. The yield is 0.610. (5) The reactants are C[O:2][C:3](=[O:16])[CH:4](Br)[C:5]1[CH:10]=[CH:9][C:8]([C:11]([F:14])([F:13])[F:12])=[CH:7][CH:6]=1.[CH:17]1([SH:22])[CH2:21][CH2:20][CH2:19][CH2:18]1.[NH2:23][C:24]1[S:25][CH:26]=[CH:27][N:28]=1. The catalyst is C1COCC1. The product is [CH:17]1([S:22][CH:4]([C:5]2[CH:10]=[CH:9][C:8]([C:11]([F:14])([F:13])[F:12])=[CH:7][CH:6]=2)[C:3]([OH:2])=[O:16])[CH2:21][CH2:20][CH2:19][CH2:18]1.[CH:17]1([S:22][CH:4]([C:5]2[CH:6]=[CH:7][C:8]([C:11]([F:12])([F:13])[F:14])=[CH:9][CH:10]=2)[C:3]([NH:23][C:24]2[S:25][CH:26]=[CH:27][N:28]=2)=[O:16])[CH2:21][CH2:20][CH2:19][CH2:18]1. The yield is 0.680.